This data is from Catalyst prediction with 721,799 reactions and 888 catalyst types from USPTO. The task is: Predict which catalyst facilitates the given reaction. (1) Reactant: C(=O)([O-])[O-].[Na+].[Na+].C([N:10]1[C:15]2[CH:16]=[C:17]([N:20]3[CH2:25][CH2:24][O:23][CH2:22][CH2:21]3)[CH:18]=[CH:19][C:14]=2[S:13](=[O:27])(=[O:26])[CH2:12][CH2:11]1)(=O)C.[OH-].[K+]. Product: [N:20]1([C:17]2[CH:18]=[CH:19][C:14]3[S:13](=[O:27])(=[O:26])[CH2:12][CH2:11][NH:10][C:15]=3[CH:16]=2)[CH2:21][CH2:22][O:23][CH2:24][CH2:25]1. The catalyst class is: 24. (2) Reactant: C[O:2][C:3](=[O:33])[CH2:4][C:5]1[C:13]2[C:8](=[CH:9][CH:10]=[CH:11][CH:12]=2)[NH:7][C:6]=1[C:14]1[CH:19]=[CH:18][C:17]([Cl:20])=[C:16]([NH:21][S:22]([CH2:25][C:26]2[CH:31]=[CH:30][CH:29]=[C:28]([Cl:32])[CH:27]=2)(=[O:24])=[O:23])[CH:15]=1.C1COCC1.CO.[OH-].[Li+]. Product: [Cl:20][C:17]1[CH:18]=[CH:19][C:14]([C:6]2[NH:7][C:8]3[C:13]([C:5]=2[CH2:4][C:3]([OH:33])=[O:2])=[CH:12][CH:11]=[CH:10][CH:9]=3)=[CH:15][C:16]=1[NH:21][S:22]([CH2:25][C:26]1[CH:31]=[CH:30][CH:29]=[C:28]([Cl:32])[CH:27]=1)(=[O:24])=[O:23]. The catalyst class is: 6. (3) Reactant: [C:1]([N:5]1[C:9]2=[N:10][C:11]([C:35]3[CH:40]=[CH:39][C:38]([OH:41])=[CH:37][C:36]=3[F:42])=[C:12]([C:33]#[N:34])[C:13]([C:14]3[CH:19]=[CH:18][C:17]([N:20]4[CH2:25][CH2:24][N:23]([C:26]([O:28][C:29]([CH3:32])([CH3:31])[CH3:30])=[O:27])[CH2:22][CH2:21]4)=[CH:16][CH:15]=3)=[C:8]2[C:7]([CH3:43])=[N:6]1)([CH3:4])([CH3:3])[CH3:2].C(N(CC)CC)C.[C:51](Cl)(=[O:58])[C:52]1[CH:57]=[CH:56][CH:55]=[CH:54][CH:53]=1. Product: [C:51]([O:41][C:38]1[CH:39]=[CH:40][C:35]([C:11]2[N:10]=[C:9]3[N:5]([C:1]([CH3:2])([CH3:3])[CH3:4])[N:6]=[C:7]([CH3:43])[C:8]3=[C:13]([C:14]3[CH:15]=[CH:16][C:17]([N:20]4[CH2:21][CH2:22][N:23]([C:26]([O:28][C:29]([CH3:32])([CH3:31])[CH3:30])=[O:27])[CH2:24][CH2:25]4)=[CH:18][CH:19]=3)[C:12]=2[C:33]#[N:34])=[C:36]([F:42])[CH:37]=1)(=[O:58])[C:52]1[CH:57]=[CH:56][CH:55]=[CH:54][CH:53]=1. The catalyst class is: 4.